The task is: Predict the reactants needed to synthesize the given product.. This data is from Full USPTO retrosynthesis dataset with 1.9M reactions from patents (1976-2016). (1) The reactants are: [Cl:1][C:2]1[CH:3]=[C:4]([NH:9][C:10]2[C:11]3[C:18]4[CH2:19][CH2:20][N:21]([C:23](=[O:37])/[CH:24]=[CH:25]/[CH2:26][N:27]([CH3:36])[CH2:28][C:29]([O:31]C(C)(C)C)=[O:30])[CH2:22][C:17]=4[S:16][C:12]=3[N:13]=[CH:14][N:15]=2)[CH:5]=[CH:6][C:7]=1[F:8].C(O)(C(F)(F)F)=O. Given the product [Cl:1][C:2]1[CH:3]=[C:4]([NH:9][C:10]2[C:11]3[C:18]4[CH2:19][CH2:20][N:21]([C:23](=[O:37])/[CH:24]=[CH:25]/[CH2:26][N:27]([CH3:36])[CH2:28][C:29]([OH:31])=[O:30])[CH2:22][C:17]=4[S:16][C:12]=3[N:13]=[CH:14][N:15]=2)[CH:5]=[CH:6][C:7]=1[F:8], predict the reactants needed to synthesize it. (2) Given the product [Br:22][C:16]1[C:12]([O:11][CH2:10][C@@H:9]([NH:8][C:6]([O:5][C:1]([CH3:4])([CH3:3])[CH3:2])=[O:7])[CH3:21])=[N:13][NH:14][C:15]=1[C:17]([O:19][CH3:20])=[O:18], predict the reactants needed to synthesize it. The reactants are: [C:1]([O:5][C:6]([NH:8][C@@H:9]([CH3:21])[CH2:10][O:11][C:12]1[CH:16]=[C:15]([C:17]([O:19][CH3:20])=[O:18])[NH:14][N:13]=1)=[O:7])([CH3:4])([CH3:3])[CH3:2].[Br:22]N1C(=O)CCC1=O.C(#N)C. (3) Given the product [Cl:1][C:2]1[CH:9]=[C:8]([NH:10][C@H:11]2[CH2:15][CH2:14][N:13]([CH3:16])[CH2:12]2)[CH:7]=[CH:6][C:3]=1[C:4]#[N:5], predict the reactants needed to synthesize it. The reactants are: [Cl:1][C:2]1[CH:9]=[C:8]([NH:10][C@H:11]2[CH2:15][CH2:14][NH:13][CH2:12]2)[CH:7]=[CH:6][C:3]=1[C:4]#[N:5].[CH2:16]=O.[BH4-].[Na+]. (4) Given the product [Cl:4][C:5]1[CH:6]=[CH:7][C:8]([S:11]([CH:14]([C:21]2[CH:26]=[C:25]([F:27])[CH:24]=[CH:23][C:22]=2[F:28])[C:15]2[CH:16]=[CH:17][N+:18]([O-:37])=[CH:19][CH:20]=2)(=[O:12])=[O:13])=[CH:9][CH:10]=1, predict the reactants needed to synthesize it. The reactants are: C(Cl)Cl.[Cl:4][C:5]1[CH:10]=[CH:9][C:8]([S:11]([CH:14]([C:21]2[CH:26]=[C:25]([F:27])[CH:24]=[CH:23][C:22]=2[F:28])[C:15]2[CH:20]=[CH:19][N:18]=[CH:17][CH:16]=2)(=[O:13])=[O:12])=[CH:7][CH:6]=1.ClC1C=CC=C(C(OO)=[O:37])C=1.C(OCC)(=O)C.